Dataset: Catalyst prediction with 721,799 reactions and 888 catalyst types from USPTO. Task: Predict which catalyst facilitates the given reaction. Reactant: Br[C:2]1[CH:3]=[C:4]2[C:9](=[C:10]([N+:13]([O-])=O)[C:11]=1[CH3:12])[N:8]=[CH:7][N:6]=[C:5]2[NH:16][C:17]1[CH:24]=[CH:23][C:20]([C:21]#[N:22])=[CH:19][CH:18]=1.N.CO. Product: [NH2:13][C:10]1[C:11]([CH3:12])=[CH:2][CH:3]=[C:4]2[C:9]=1[N:8]=[CH:7][N:6]=[C:5]2[NH:16][C:17]1[CH:24]=[CH:23][C:20]([C:21]#[N:22])=[CH:19][CH:18]=1. The catalyst class is: 50.